This data is from Forward reaction prediction with 1.9M reactions from USPTO patents (1976-2016). The task is: Predict the product of the given reaction. (1) Given the reactants Br[C:2]1[C:3]([C:8]2([OH:35])[CH2:13][CH2:12][CH:11]([N:14]3[CH2:17][CH:16]([NH:18][C:19]([CH2:21][NH:22][C:23](=[O:34])[C:24]4[CH:29]=[CH:28][CH:27]=[C:26]([C:30]([F:33])([F:32])[F:31])[CH:25]=4)=[O:20])[CH2:15]3)[CH2:10][CH2:9]2)=[N:4][N:5]([CH3:7])[CH:6]=1, predict the reaction product. The product is: [OH:35][C:8]1([C:3]2[CH:2]=[CH:6][N:5]([CH3:7])[N:4]=2)[CH2:9][CH2:10][CH:11]([N:14]2[CH2:17][CH:16]([NH:18][C:19]([CH2:21][NH:22][C:23](=[O:34])[C:24]3[CH:29]=[CH:28][CH:27]=[C:26]([C:30]([F:31])([F:32])[F:33])[CH:25]=3)=[O:20])[CH2:15]2)[CH2:12][CH2:13]1. (2) The product is: [I:1][C:2]1[CH:3]=[C:4]([S:8]([NH:11][C:12](=[O:13])[O:14][C:15]([CH3:18])([CH3:17])[CH3:16])(=[O:9])=[O:10])[CH:5]=[CH:6][CH:7]=1. Given the reactants [I:1][C:2]1[CH:3]=[C:4]([S:8]([NH2:11])(=[O:10])=[O:9])[CH:5]=[CH:6][CH:7]=1.[C:12](O[C:12]([O:14][C:15]([CH3:18])([CH3:17])[CH3:16])=[O:13])([O:14][C:15]([CH3:18])([CH3:17])[CH3:16])=[O:13].C(N(CC)CC)C.O, predict the reaction product. (3) Given the reactants [CH3:1][O:2][C:3](=[O:34])[C:4]1[CH:9]=[CH:8][CH:7]=[C:6]([CH2:10][N:11]2[C:19]3[C:14](=[CH:15][C:16]([F:20])=[CH:17][CH:18]=3)[C@:13]3([CH2:22][C@:21]3([C:26]3[CH:31]=[CH:30][C:29](I)=[CH:28][CH:27]=3)[CH:23]([CH3:25])[CH3:24])[C:12]2=[O:33])[CH:5]=1.[C-:35]#[N:36].[Na+], predict the reaction product. The product is: [CH3:1][O:2][C:3](=[O:34])[C:4]1[CH:9]=[CH:8][CH:7]=[C:6]([CH2:10][N:11]2[C:19]3[C:14](=[CH:15][C:16]([F:20])=[CH:17][CH:18]=3)[C@:13]3([CH2:22][C@:21]3([C:26]3[CH:31]=[CH:30][C:29]([C:35]#[N:36])=[CH:28][CH:27]=3)[CH:23]([CH3:25])[CH3:24])[C:12]2=[O:33])[CH:5]=1. (4) Given the reactants [F:1][C:2]1[CH:10]=[C:9]([O:11][CH2:12][CH2:13][C:14]([F:17])([F:16])[F:15])[CH:8]=[CH:7][C:3]=1[C:4]([OH:6])=O.Cl.[NH2:19][CH:20]([CH2:24][C:25]1[CH:30]=[CH:29][C:28]([O:31][C:32]([F:35])([F:34])[F:33])=[CH:27][CH:26]=1)[C:21]([OH:23])=[O:22], predict the reaction product. The product is: [F:1][C:2]1[CH:10]=[C:9]([O:11][CH2:12][CH2:13][C:14]([F:17])([F:16])[F:15])[CH:8]=[CH:7][C:3]=1[C:4]([NH:19][CH:20]([CH2:24][C:25]1[CH:26]=[CH:27][C:28]([O:31][C:32]([F:33])([F:34])[F:35])=[CH:29][CH:30]=1)[C:21]([OH:23])=[O:22])=[O:6]. (5) Given the reactants Br[CH2:2][C:3]1[CH:8]=[CH:7][C:6]([C:9]#[N:10])=[CH:5][CH:4]=1.[CH3:11][NH2:12], predict the reaction product. The product is: [CH3:11][NH:12][CH2:2][C:3]1[CH:8]=[CH:7][C:6]([C:9]#[N:10])=[CH:5][CH:4]=1.